This data is from Full USPTO retrosynthesis dataset with 1.9M reactions from patents (1976-2016). The task is: Predict the reactants needed to synthesize the given product. (1) Given the product [C:1]([C:5]1[O:9][C:8]([CH3:10])=[C:7]([CH:11]([CH:13]2[CH2:18][CH2:17][CH2:16][CH2:15][CH2:14]2)[OH:12])[CH:6]=1)([CH3:4])([CH3:2])[CH3:3], predict the reactants needed to synthesize it. The reactants are: [C:1]([C:5]1[O:9][C:8]([CH3:10])=[C:7]([CH:11]=[O:12])[CH:6]=1)([CH3:4])([CH3:3])[CH3:2].[CH:13]1([Mg]Br)[CH2:18][CH2:17][CH2:16][CH2:15][CH2:14]1.O1CCCC1. (2) Given the product [N+:32]([C:35]1[CH:40]=[CH:39][C:38]([C:22]2[S:21][CH:25]=[CH:24][N:23]=2)=[CH:37][CH:36]=1)([O-:34])=[O:33], predict the reactants needed to synthesize it. The reactants are: C1C=CC(=O)/C(=C/NCCN/C=C2/C=CC=CC/2=O)/C=1.[S:21]1[CH:25]=[CH:24][N:23]=[CH:22]1.C([O-])([O-])=O.[Cs+].[Cs+].[N+:32]([C:35]1[CH:40]=[CH:39][C:38](I)=[CH:37][CH:36]=1)([O-:34])=[O:33]. (3) Given the product [CH:5]1([C:11]2[N:15]=[C:14]([CH:16]=[CH:17][C:18]3[CH:19]=[C:20]([OH:26])[C:21]([OH:24])=[CH:22][CH:23]=3)[O:13][N:12]=2)[CH2:10][CH2:9][CH2:8][CH2:7][CH2:6]1, predict the reactants needed to synthesize it. The reactants are: B(Br)(Br)Br.[CH:5]1([C:11]2[N:15]=[C:14]([CH:16]=[CH:17][C:18]3[CH:23]=[CH:22][C:21]([O:24]C)=[C:20]([O:26]C)[CH:19]=3)[O:13][N:12]=2)[CH2:10][CH2:9][CH2:8][CH2:7][CH2:6]1. (4) Given the product [F:1][C:2]1[CH:3]=[CH:4][C:5]([C:8]2[N:15]3[C:11]([S:12][CH2:13][CH2:14]3)=[C:10]([CH3:16])[C:9]=2[C:18]2[CH:19]=[CH:20][N:21]=[CH:22][CH:23]=2)=[CH:6][CH:7]=1, predict the reactants needed to synthesize it. The reactants are: [F:1][C:2]1[CH:7]=[CH:6][C:5]([C:8]2[N:15]3[C:11]([S:12][CH2:13][CH2:14]3)=[C:10]([CH2:16]O)[C:9]=2[C:18]2[CH:23]=[CH:22][N:21]=[CH:20][CH:19]=2)=[CH:4][CH:3]=1.C(#N)C.[I-].[Na+].C[Si](Cl)(C)C. (5) Given the product [N+:25]([C:21]1[C:20]([O:28][CH3:29])=[C:19]([C:12]2[CH:13]=[CH:14][C:9]([CH:7]=[O:8])=[CH:10][CH:11]=2)[CH:24]=[CH:23][CH:22]=1)([O-:27])=[O:26], predict the reactants needed to synthesize it. The reactants are: O1CCOCC1.[CH:7]([C:9]1[CH:14]=[CH:13][C:12](B(O)O)=[CH:11][CH:10]=1)=[O:8].Br[C:19]1[CH:24]=[CH:23][CH:22]=[C:21]([N+:25]([O-:27])=[O:26])[C:20]=1[O:28][CH3:29].C(=O)([O-])[O-].[Na+].[Na+].